This data is from Reaction yield outcomes from USPTO patents with 853,638 reactions. The task is: Predict the reaction yield, written as a fraction of the theoretical maximum amount of product (1.0 means a 100% yield; for example, 0.34 means a 34% yield). The reactants are [CH:1]1([C@H:7]([NH:37][C:38]([C:40]2[CH:45]=[N:44][CH:43]=[CH:42][N:41]=2)=[O:39])[C:8]([NH:10][C@@H:11]([C:33]([CH3:36])([CH3:35])[CH3:34])[C:12]([N:14]([C@H:16]2[CH2:20][N:19]([C:21](=[O:29])[NH:22][C:23]3[CH:28]=[CH:27][CH:26]=[CH:25][CH:24]=3)[CH2:18][C@H:17]2[C:30]([OH:32])=O)[CH3:15])=[O:13])=[O:9])[CH2:6][CH2:5][CH2:4][CH2:3][CH2:2]1.ON1C2C=CC=CC=2N=N1.CCN(C(C)C)C(C)C.[NH2:65][CH:66]([CH2:75][CH2:76][CH3:77])[CH:67]([OH:74])[C:68]([NH:70][CH:71]1[CH2:73][CH2:72]1)=[O:69]. The catalyst is ClCCl.CCOC(C)=O. The product is [CH:1]1([C@H:7]([NH:37][C:38]([C:40]2[CH:45]=[N:44][CH:43]=[CH:42][N:41]=2)=[O:39])[C:8]([NH:10][C@@H:11]([C:33]([CH3:36])([CH3:35])[CH3:34])[C:12]([N:14]([C@H:16]2[CH2:20][N:19]([C:21]([NH:22][C:23]3[CH:24]=[CH:25][CH:26]=[CH:27][CH:28]=3)=[O:29])[CH2:18][C@H:17]2[C:30]([NH:65][C@@H:66]([CH2:75][CH2:76][CH3:77])[CH:67]([OH:74])[C:68]([NH:70][CH:71]2[CH2:72][CH2:73]2)=[O:69])=[O:32])[CH3:15])=[O:13])=[O:9])[CH2:2][CH2:3][CH2:4][CH2:5][CH2:6]1. The yield is 0.490.